Dataset: Full USPTO retrosynthesis dataset with 1.9M reactions from patents (1976-2016). Task: Predict the reactants needed to synthesize the given product. (1) Given the product [Br:1][C:2]1[CH:3]=[C:4]([N+:9]([O-:11])=[O:10])[C:5]([Cl:19])=[N:6][CH:7]=1, predict the reactants needed to synthesize it. The reactants are: [Br:1][C:2]1[CH:3]=[C:4]([N+:9]([O-:11])=[O:10])[C:5](=O)[NH:6][CH:7]=1.CN(C=O)C.O=P(Cl)(Cl)[Cl:19]. (2) Given the product [O:18]1[CH2:19][CH2:20][CH:15]([C@@H:1]([OH:4])[CH2:7][OH:11])[CH2:16][CH2:17]1, predict the reactants needed to synthesize it. The reactants are: [C:1]([O-:4])([O-])=O.[K+].[K+].[C:7]([OH:11])(C)(C)C.O.C([CH:15]1[CH2:20][CH2:19][O:18][CH2:17][CH2:16]1)=C. (3) The reactants are: Cl.[CH3:2][O:3][C:4]1[CH:5]=[C:6]([C:12]2[C:13]([CH3:25])([CH3:24])[C:14](=[O:23])[N:15]([CH:17]3[CH2:22][CH2:21][NH:20][CH2:19][CH2:18]3)[N:16]=2)[CH:7]=[CH:8][C:9]=1[O:10][CH3:11].[OH:26][C:27]1[CH:28]=[C:29]2[C:34](=[CH:35][CH:36]=1)[C:33]([C:37](O)=[O:38])=[CH:32][CH:31]=[CH:30]2. Given the product [CH3:2][O:3][C:4]1[CH:5]=[C:6]([C:12]2[C:13]([CH3:25])([CH3:24])[C:14](=[O:23])[N:15]([CH:17]3[CH2:22][CH2:21][N:20]([C:37]([C:33]4[C:34]5[C:29](=[CH:28][C:27]([OH:26])=[CH:36][CH:35]=5)[CH:30]=[CH:31][CH:32]=4)=[O:38])[CH2:19][CH2:18]3)[N:16]=2)[CH:7]=[CH:8][C:9]=1[O:10][CH3:11], predict the reactants needed to synthesize it.